The task is: Predict which catalyst facilitates the given reaction.. This data is from Catalyst prediction with 721,799 reactions and 888 catalyst types from USPTO. Reactant: [C:1]([O:18][CH2:19][CH:20]([CH2:22]O)[OH:21])(=[O:17])[CH2:2][CH2:3][CH2:4][CH2:5][CH2:6][CH2:7][CH2:8][CH2:9][CH2:10][CH2:11][CH2:12][CH2:13][CH2:14][CH2:15][CH3:16].C1(N=C=NC2CCCCC2)CCCCC1.CN(C1C=CC=CN=1)C.[C:48]([OH:67])(=[O:66])[CH2:49][CH2:50][CH2:51][CH2:52][CH2:53][CH2:54][CH2:55]/[CH:56]=[CH:57]\[CH2:58][CH2:59][CH2:60][CH2:61][CH2:62][CH2:63][CH2:64][CH3:65]. Product: [C:48]([O:67][CH2:22][CH:20]([CH2:19][O:18][C:1](=[O:17])[CH2:2][CH2:3][CH2:4][CH2:5][CH2:6][CH2:7][CH2:8][CH2:9][CH2:10][CH2:11][CH2:12][CH2:13][CH2:14][CH2:15][CH3:16])[OH:21])(=[O:66])[CH2:49][CH2:50][CH2:51][CH2:52][CH2:53][CH2:54][CH2:55]/[CH:56]=[CH:57]\[CH2:58][CH2:59][CH2:60][CH2:61][CH2:62][CH2:63][CH2:64][CH3:65]. The catalyst class is: 4.